Dataset: Reaction yield outcomes from USPTO patents with 853,638 reactions. Task: Predict the reaction yield, written as a fraction of the theoretical maximum amount of product (1.0 means a 100% yield; for example, 0.34 means a 34% yield). The reactants are Cl[C:2]1[NH:7][C:6](=[O:8])[N:5]2[CH:9]=[C:10]([CH2:12][O:13][C:14]3[CH:19]=[CH:18][CH:17]=[CH:16][CH:15]=3)[N:11]=[C:4]2[CH:3]=1. The catalyst is CCOC(C)=O.CO.[OH-].[Pd+2].[OH-]. The product is [O:13]([CH2:12][C:10]1[N:11]=[C:4]2[CH:3]=[CH:2][NH:7][C:6](=[O:8])[N:5]2[CH:9]=1)[C:14]1[CH:15]=[CH:16][CH:17]=[CH:18][CH:19]=1. The yield is 0.920.